Dataset: Forward reaction prediction with 1.9M reactions from USPTO patents (1976-2016). Task: Predict the product of the given reaction. (1) Given the reactants I[C:2]1[CH:9]=[CH:8][C:5]([C:6]#[N:7])=[C:4]([C:10]([F:13])([F:12])[F:11])[CH:3]=1.[OH:14][C@:15]1([CH3:22])[C@H:19]([CH3:20])[NH:18][C:17](=[O:21])[CH2:16]1.C1(P(C2C=CC=CC=2)C2C3OC4C(=CC=CC=4P(C4C=CC=CC=4)C4C=CC=CC=4)C(C)(C)C=3C=CC=2)C=CC=CC=1.C(=O)([O-])[O-].[Cs+].[Cs+], predict the reaction product. The product is: [OH:14][C@@:15]1([CH3:22])[CH2:16][C:17](=[O:21])[N:18]([C:2]2[CH:9]=[CH:8][C:5]([C:6]#[N:7])=[C:4]([C:10]([F:13])([F:12])[F:11])[CH:3]=2)[C@H:19]1[CH3:20]. (2) Given the reactants [C:1]([O:4][CH2:5][C:6]([OH:8])=O)(=[O:3])[CH3:2].ON1C2C=CC=CC=2N=N1.CN1CCOCC1.[NH2:26][CH2:27][C:28]1[N:29]=[CH:30][C:31]([CH2:34][N:35]2[C:40]([CH3:41])=[CH:39][C:38]([O:42][CH2:43][C:44]3[CH:49]=[CH:48][C:47]([F:50])=[CH:46][C:45]=3[F:51])=[C:37]([Br:52])[C:36]2=[O:53])=[N:32][CH:33]=1.C(N=C=NCCCN(C)C)C, predict the reaction product. The product is: [C:1]([O:4][CH2:5][C:6]([NH:26][CH2:27][C:28]1[CH:33]=[N:32][C:31]([CH2:34][N:35]2[C:40]([CH3:41])=[CH:39][C:38]([O:42][CH2:43][C:44]3[CH:49]=[CH:48][C:47]([F:50])=[CH:46][C:45]=3[F:51])=[C:37]([Br:52])[C:36]2=[O:53])=[CH:30][N:29]=1)=[O:8])(=[O:3])[CH3:2]. (3) Given the reactants [F:1][C:2]1[CH:7]=[CH:6][C:5]([F:8])=[CH:4][C:3]=1[CH:9]=[CH:10][C:11]([NH:13][C@H:14]([C:25]([O:27]C)=[O:26])[CH2:15][C:16]1[C:24]2[C:19](=[CH:20][CH:21]=[CH:22][CH:23]=2)[NH:18][CH:17]=1)=[O:12].[OH-].[Na+], predict the reaction product. The product is: [F:1][C:2]1[CH:7]=[CH:6][C:5]([F:8])=[CH:4][C:3]=1[CH:9]=[CH:10][C:11]([NH:13][C@H:14]([C:25]([OH:27])=[O:26])[CH2:15][C:16]1[C:24]2[C:19](=[CH:20][CH:21]=[CH:22][CH:23]=2)[NH:18][CH:17]=1)=[O:12]. (4) Given the reactants N[C@H]1C[CH2:5][CH2:4][C@@H:3]1[C:7]([OH:9])=[O:8].C([N:12](CC)CC)C.[C:17]([O:21][C:22]([O:24]C(OC(C)(C)C)=O)=O)([CH3:20])([CH3:19])[CH3:18], predict the reaction product. The product is: [CH3:18][C:17]([O:21][C:22]([NH:12][C:3]1([C:7]([OH:9])=[O:8])[CH2:4][CH2:5]1)=[O:24])([CH3:20])[CH3:19].